This data is from Reaction yield outcomes from USPTO patents with 853,638 reactions. The task is: Predict the reaction yield, written as a fraction of the theoretical maximum amount of product (1.0 means a 100% yield; for example, 0.34 means a 34% yield). The reactants are [NH2:1][C:2]1[N:6]([C:7]2[C:8]([CH2:21][OH:22])=[N:9][N:10]([CH2:12][CH2:13][O:14][CH:15]3[CH2:20][CH2:19][CH2:18][CH2:17][O:16]3)[CH:11]=2)[N:5]=[C:4]([C:23]([CH3:26])([CH3:25])[CH3:24])[CH:3]=1.N1C=CN=C1.Cl[Si:33]([CH:40]([CH3:42])[CH3:41])([CH:37]([CH3:39])[CH3:38])[CH:34]([CH3:36])[CH3:35]. The catalyst is CN(C=O)C. The product is [C:23]([C:4]1[CH:3]=[C:2]([NH2:1])[N:6]([C:7]2[C:8]([CH2:21][O:22][Si:33]([CH:40]([CH3:42])[CH3:41])([CH:37]([CH3:39])[CH3:38])[CH:34]([CH3:36])[CH3:35])=[N:9][N:10]([CH2:12][CH2:13][O:14][CH:15]3[CH2:20][CH2:19][CH2:18][CH2:17][O:16]3)[CH:11]=2)[N:5]=1)([CH3:26])([CH3:25])[CH3:24]. The yield is 0.790.